Dataset: Forward reaction prediction with 1.9M reactions from USPTO patents (1976-2016). Task: Predict the product of the given reaction. The product is: [Cl:1][C:2]1[CH:11]=[CH:10][C:9]2[C:4](=[CH:5][CH:6]=[C:7]([O:12][CH2:22][C:21]3[CH:24]=[CH:25][C:18]([F:17])=[CH:19][CH:20]=3)[CH:8]=2)[N:3]=1. Given the reactants [Cl:1][C:2]1[CH:11]=[CH:10][C:9]2[C:4](=[CH:5][CH:6]=[C:7]([OH:12])[CH:8]=2)[N:3]=1.CC(C)=O.[F:17][C:18]1[CH:25]=[CH:24][C:21]([CH2:22]Br)=[CH:20][CH:19]=1, predict the reaction product.